The task is: Regression/Classification. Given a drug SMILES string, predict its absorption, distribution, metabolism, or excretion properties. Task type varies by dataset: regression for continuous measurements (e.g., permeability, clearance, half-life) or binary classification for categorical outcomes (e.g., BBB penetration, CYP inhibition). Dataset: cyp2c19_veith.. This data is from CYP2C19 inhibition data for predicting drug metabolism from PubChem BioAssay. (1) The compound is O=C(O)COc1cccc(-c2ocnc2-c2nc(-c3ccccc3)c(-c3ccccc3)o2)c1. The result is 0 (non-inhibitor). (2) The drug is CCCCNC(=O)NS(=O)(=O)c1ccc(C)cc1. The result is 0 (non-inhibitor). (3) The compound is COC(=O)C/C=C\[C@@H](C)[C@@H](/C=N\OC[C@@H]1O[C@H](c2ccccc2)C=C[C@@H]1Oc1ccc(OC)cc1)OC. The result is 1 (inhibitor). (4) The compound is CCN(CC)CCC[C@H](C)Nc1ccnc2cc(Cl)ccc12. The result is 0 (non-inhibitor).